From a dataset of Peptide-MHC class I binding affinity with 185,985 pairs from IEDB/IMGT. Regression. Given a peptide amino acid sequence and an MHC pseudo amino acid sequence, predict their binding affinity value. This is MHC class I binding data. (1) The peptide sequence is TTLRYPIGK. The MHC is HLA-A80:01 with pseudo-sequence HLA-A80:01. The binding affinity (normalized) is 0.0847. (2) The peptide sequence is ETVNFVPNY. The MHC is HLA-B40:01 with pseudo-sequence HLA-B40:01. The binding affinity (normalized) is 0.0847. (3) The binding affinity (normalized) is 0.0847. The peptide sequence is YIASIFMPR. The MHC is HLA-B07:02 with pseudo-sequence HLA-B07:02.